Dataset: Forward reaction prediction with 1.9M reactions from USPTO patents (1976-2016). Task: Predict the product of the given reaction. (1) Given the reactants [NH2:1][CH2:2][CH:3]([C:13]1[CH:18]=[CH:17][CH:16]=[CH:15][CH:14]=1)[CH:4]([C:6]1[CH:11]=[CH:10][C:9]([Br:12])=[CH:8][CH:7]=1)[OH:5].C(N(CC)CC)C.[CH3:26][C:27]([O:30][C:31](O[C:31]([O:30][C:27]([CH3:29])([CH3:28])[CH3:26])=[O:32])=[O:32])([CH3:29])[CH3:28], predict the reaction product. The product is: [Br:12][C:9]1[CH:10]=[CH:11][C:6]([CH:4]([OH:5])[CH:3]([C:13]2[CH:18]=[CH:17][CH:16]=[CH:15][CH:14]=2)[CH2:2][NH:1][C:31](=[O:32])[O:30][C:27]([CH3:29])([CH3:28])[CH3:26])=[CH:7][CH:8]=1. (2) Given the reactants [CH3:1][CH:2]([CH2:5][S:6][C:7]1[CH:12]=[CH:11][CH:10]=[CH:9][CH:8]=1)[CH:3]=[O:4].[C:13]1(C)[CH:18]=[CH:17]C(S(O)(=O)=O)=[CH:15][CH:14]=1, predict the reaction product. The product is: [CH3:1][C:2]([CH2:5][S:6][C:7]1[CH:12]=[CH:11][CH:10]=[CH:9][CH:8]=1)([CH2:15]/[CH:14]=[CH:13]/[CH2:18][CH3:17])[CH:3]=[O:4]. (3) Given the reactants Cl[C:2]1[N:7]=[C:6]2[N:8](C3CCCCO3)[N:9]=[CH:10][C:5]2=[C:4]([NH:17][C:18]2[N:19]=[CH:20][N:21]([CH3:23])[CH:22]=2)[N:3]=1.Cl.[F:25][C:26]1[CH:27]=[N:28][C:29]([C@@H:32]([NH2:34])[CH3:33])=[N:30][CH:31]=1.C(N(CC)CC)C, predict the reaction product. The product is: [F:25][C:26]1[CH:27]=[N:28][C:29]([C@@H:32]([NH:34][C:2]2[N:7]=[C:6]3[NH:8][N:9]=[CH:10][C:5]3=[C:4]([NH:17][C:18]3[N:19]=[CH:20][N:21]([CH3:23])[CH:22]=3)[N:3]=2)[CH3:33])=[N:30][CH:31]=1. (4) The product is: [F:73][C:74]1[CH:83]=[CH:82][CH:81]=[C:80]2[C:75]=1[C:76](=[O:10])[CH2:77][CH2:78][O:79]2. Given the reactants FC1C=CC=C2C=1[O:10]CCC2N.O1C2C(=CC=CC=2)C(N)CC1.FC1C=C2C(=CC=1)OCCC2N.ClC1C=C2C(=CC=1)OCCC2N.CC1C=C2C(=CC=1)OCCC2N.COC1C=C2C(=CC=1)OCCC2N.[F:73][C:74]1[CH:83]=[CH:82][CH:81]=[C:80]2[C:75]=1[CH:76](N)[CH2:77][CH2:78][O:79]2, predict the reaction product. (5) Given the reactants [CH3:1][S:2]([C:5]1[CH:10]=[CH:9][C:8]([C:11]2[N:16]=[CH:15][C:14]([O:17][CH:18]([CH:20]3[CH2:25][CH2:24][N:23]([C:26]([O:28][CH:29]([CH3:31])[CH3:30])=[O:27])[CH2:22][CH2:21]3)[CH3:19])=[CH:13][CH:12]=2)=[CH:7][CH:6]=1)(=[O:4])=[O:3].C(=O)=O, predict the reaction product. The product is: [CH3:1][S:2]([C:5]1[CH:10]=[CH:9][C:8]([C:11]2[N:16]=[CH:15][C:14]([O:17][C@H:18]([CH:20]3[CH2:25][CH2:24][N:23]([C:26]([O:28][CH:29]([CH3:31])[CH3:30])=[O:27])[CH2:22][CH2:21]3)[CH3:19])=[CH:13][CH:12]=2)=[CH:7][CH:6]=1)(=[O:3])=[O:4]. (6) Given the reactants FC1C=C2C(C(I)=CN2S(C2C=CC=CC=2)(=O)=O)=CC=1.[F:21][C:22]1[CH:30]=[C:29]2[C:25]([C:26]([C:40]3[CH:41]=[N:42][N:43]([CH:45]4[CH2:50][CH2:49][N:48]([S:51]([CH:54]([CH3:56])[CH3:55])(=[O:53])=[O:52])[CH2:47][CH2:46]4)[CH:44]=3)=[CH:27][N:28]2S(C2C=CC=CC=2)(=O)=O)=[CH:24][CH:23]=1, predict the reaction product. The product is: [F:21][C:22]1[CH:30]=[C:29]2[C:25]([C:26]([C:40]3[CH:41]=[N:42][N:43]([CH:45]4[CH2:46][CH2:47][N:48]([S:51]([CH:54]([CH3:56])[CH3:55])(=[O:52])=[O:53])[CH2:49][CH2:50]4)[CH:44]=3)=[CH:27][NH:28]2)=[CH:24][CH:23]=1. (7) Given the reactants [CH3:1][C:2]1[CH:3]=[C:4]([NH:15][C:16]2[C:17]3[CH:25]=[C:24]([N:26]4[CH2:31][CH2:30][O:29][CH2:28][CH2:27]4)[N:23]=[CH:22][C:18]=3[N:19]=[CH:20][N:21]=2)[CH:5]=[CH:6][C:7]=1[O:8][CH:9]1[CH2:14][CH2:13][NH:12][CH2:11][CH2:10]1.[CH3:32][O:33][C:34]1[CH:35]=[C:36]([CH:40]=[CH:41][CH:42]=1)[C:37](Cl)=[O:38].C1(C(N2CCC(OC3C=CC(NC4C5C=C(F)N=CC=5N=CN=4)=CC=3C)CC2)=O)CCCC1, predict the reaction product. The product is: [CH3:32][O:33][C:34]1[CH:35]=[C:36]([C:37]([N:12]2[CH2:13][CH2:14][CH:9]([O:8][C:7]3[CH:6]=[CH:5][C:4]([NH:15][C:16]4[C:17]5[CH:25]=[C:24]([N:26]6[CH2:31][CH2:30][O:29][CH2:28][CH2:27]6)[N:23]=[CH:22][C:18]=5[N:19]=[CH:20][N:21]=4)=[CH:3][C:2]=3[CH3:1])[CH2:10][CH2:11]2)=[O:38])[CH:40]=[CH:41][CH:42]=1. (8) Given the reactants [F:1][C:2]([F:33])([F:32])[C:3]1[CH:31]=[CH:30][CH:29]=[CH:28][C:4]=1[O:5][CH:6]1[CH2:11][CH2:10][N:9]([C:12]2[S:16][C:15]([C:17]3[N:18]=[N:19][N:20]([CH2:22][C:23]([O:25]CC)=[O:24])[N:21]=3)=[N:14][N:13]=2)[CH2:8][CH2:7]1.[OH-].[Na+].Cl, predict the reaction product. The product is: [F:33][C:2]([F:1])([F:32])[C:3]1[CH:31]=[CH:30][CH:29]=[CH:28][C:4]=1[O:5][CH:6]1[CH2:11][CH2:10][N:9]([C:12]2[S:16][C:15]([C:17]3[N:18]=[N:19][N:20]([CH2:22][C:23]([OH:25])=[O:24])[N:21]=3)=[N:14][N:13]=2)[CH2:8][CH2:7]1. (9) Given the reactants [CH2:1]([O:3][C:4](=[O:26])[CH2:5][C:6]([N:8]([C:19]1[CH:24]=[CH:23][C:22]([F:25])=[CH:21][CH:20]=1)[CH2:9][C:10]([C:12]1[CH:17]=[CH:16][C:15]([F:18])=[CH:14][CH:13]=1)=O)=O)[CH3:2].C([O-])(=O)C.[NH4+:31], predict the reaction product. The product is: [CH2:1]([O:3][C:4](=[O:26])[CH2:5][C:6]1[N:8]([C:19]2[CH:24]=[CH:23][C:22]([F:25])=[CH:21][CH:20]=2)[CH:9]=[C:10]([C:12]2[CH:17]=[CH:16][C:15]([F:18])=[CH:14][CH:13]=2)[N:31]=1)[CH3:2].